This data is from Reaction yield outcomes from USPTO patents with 853,638 reactions. The task is: Predict the reaction yield, written as a fraction of the theoretical maximum amount of product (1.0 means a 100% yield; for example, 0.34 means a 34% yield). (1) The reactants are [Cl-].O[NH3+:3].[C:4](=[O:7])([O-])[OH:5].[Na+].CS(C)=O.[Si]([O:20][CH2:21][C:22]([CH3:54])([CH3:53])[CH2:23][N:24]1[C:29](=[O:30])[C:28]([CH2:31][C:32]2[CH:37]=[CH:36][C:35]([C:38]3[C:39]([C:44]#[N:45])=[CH:40][CH:41]=[CH:42][CH:43]=3)=[CH:34][CH:33]=2)=[C:27]([CH2:46][CH2:47][CH3:48])[N:26]2[N:49]=[C:50]([CH3:52])[N:51]=[C:25]12)(C(C)(C)C)(C)C. The catalyst is O.C(OCC)(=O)C. The product is [OH:20][CH2:21][C:22]([CH3:53])([CH3:54])[CH2:23][N:24]1[C:29](=[O:30])[C:28]([CH2:31][C:32]2[CH:33]=[CH:34][C:35]([C:38]3[CH:43]=[CH:42][CH:41]=[CH:40][C:39]=3[C:44]3[NH:45][C:4](=[O:7])[O:5][N:3]=3)=[CH:36][CH:37]=2)=[C:27]([CH2:46][CH2:47][CH3:48])[N:26]2[N:49]=[C:50]([CH3:52])[N:51]=[C:25]12. The yield is 0.560. (2) The reactants are [C:1]([O:4][CH2:5][C@@H:6]1[C@@H:11]([O:12][CH2:13][C:14]2[CH:19]=[CH:18][CH:17]=[CH:16][CH:15]=2)[C@H:10]([O:20][CH2:21][C:22]2[CH:27]=[CH:26][CH:25]=[CH:24][CH:23]=2)[C@@H:9]([O:28][CH2:29][C:30]2[CH:35]=[CH:34][CH:33]=[CH:32][CH:31]=2)[C@H:8]([C:36]2[CH:41]=[C:40]([CH2:42][C:43]3[CH:48]=[CH:47][C:46]([O:49][CH2:50][CH3:51])=[CH:45][CH:44]=3)[C:39]([Cl:52])=[CH:38][C:37]=2[OH:53])[O:7]1)(=[O:3])[CH3:2].C1(P(C2C=CC=CC=2)C2C=CC=CC=2)C=CC=CC=1.[CH2:73](O)/[CH:74]=[CH:75]\[CH2:76][OH:77].N(C(OC(C)C)=O)=NC(OC(C)C)=O. The catalyst is O1CCCC1. The product is [C:1]([O:4][CH2:5][C@@H:6]1[C@@H:11]([O:12][CH2:13][C:14]2[CH:15]=[CH:16][CH:17]=[CH:18][CH:19]=2)[C@H:10]([O:20][CH2:21][C:22]2[CH:23]=[CH:24][CH:25]=[CH:26][CH:27]=2)[C@@H:9]([O:28][CH2:29][C:30]2[CH:35]=[CH:34][CH:33]=[CH:32][CH:31]=2)[C@H:8]([C:36]2[CH:41]=[C:40]([CH2:42][C:43]3[CH:48]=[CH:47][C:46]([O:49][CH2:50][CH3:51])=[CH:45][CH:44]=3)[C:39]([Cl:52])=[CH:38][C:37]=2[O:53][CH2:73]/[CH:74]=[CH:75]\[CH2:76][OH:77])[O:7]1)(=[O:3])[CH3:2]. The yield is 0.870.